Dataset: NCI-60 drug combinations with 297,098 pairs across 59 cell lines. Task: Regression. Given two drug SMILES strings and cell line genomic features, predict the synergy score measuring deviation from expected non-interaction effect. (1) Drug 1: CC12CCC3C(C1CCC2O)C(CC4=C3C=CC(=C4)O)CCCCCCCCCS(=O)CCCC(C(F)(F)F)(F)F. Drug 2: C(CC(=O)O)C(=O)CN.Cl. Cell line: SF-539. Synergy scores: CSS=1.64, Synergy_ZIP=-2.14, Synergy_Bliss=-3.33, Synergy_Loewe=-5.09, Synergy_HSA=-4.59. (2) Drug 1: C1CN(CCN1C(=O)CCBr)C(=O)CCBr. Drug 2: CN(C(=O)NC(C=O)C(C(C(CO)O)O)O)N=O. Cell line: CAKI-1. Synergy scores: CSS=11.6, Synergy_ZIP=-4.70, Synergy_Bliss=-3.96, Synergy_Loewe=-4.98, Synergy_HSA=-4.90.